This data is from HIV replication inhibition screening data with 41,000+ compounds from the AIDS Antiviral Screen. The task is: Binary Classification. Given a drug SMILES string, predict its activity (active/inactive) in a high-throughput screening assay against a specified biological target. (1) The molecule is Cn1c(CC(O)(C(F)(F)F)C(F)(F)F)c(C(O)(C(F)(F)F)C(F)(F)F)c2ccccc21. The result is 0 (inactive). (2) The molecule is O=C1CC2(C(=O)N1CN1CCCCC1)c1ccccc1-c1ccccc12. The result is 0 (inactive). (3) The molecule is OC1CCC2OOC1O2. The result is 0 (inactive). (4) The molecule is CCC(=O)ONC(=O)Cn1ccc([N+](=O)[O-])n1. The result is 0 (inactive). (5) The molecule is Fc1cccc(F)c1C1SCc2nc3cc(Cl)ccc3n21. The result is 0 (inactive). (6) The drug is c1ccc(Cn2c(-c3ccc(-c4ccccc4)cc3)cc3ccccc32)cc1. The result is 0 (inactive).